From a dataset of Catalyst prediction with 721,799 reactions and 888 catalyst types from USPTO. Predict which catalyst facilitates the given reaction. (1) Reactant: [F:1][C:2]1[CH:7]=[CH:6][C:5]([CH:8]2[C:17]3[N:16]=[CH:15][CH:14]=[CH:13][C:12]=3[CH2:11][CH2:10][NH:9]2)=[CH:4][CH:3]=1.[F:18][C:19]1[CH:24]=[CH:23][C:22]([N:25]=[C:26]=[O:27])=[CH:21][CH:20]=1. The catalyst class is: 2. Product: [F:18][C:19]1[CH:24]=[CH:23][C:22]([NH:25][C:26]([N:9]2[CH:8]([C:5]3[CH:6]=[CH:7][C:2]([F:1])=[CH:3][CH:4]=3)[C:17]3[N:16]=[CH:15][CH:14]=[CH:13][C:12]=3[CH2:11][CH2:10]2)=[O:27])=[CH:21][CH:20]=1. (2) Reactant: C([Si](C)(C)[O:6][CH2:7][CH2:8][C:9]1([S:12]([NH:15][C:16]2[C:21]([NH:22][C:23]3[CH:28]=[CH:27][C:26]([I:29])=[CH:25][C:24]=3[F:30])=[C:20]([CH3:31])[C:19](=[O:32])[N:18]([CH3:33])[CH:17]=2)(=[O:14])=[O:13])[CH2:11][CH2:10]1)(C)(C)C.Cl. Product: [OH:6][CH2:7][CH2:8][C:9]1([S:12]([NH:15][C:16]2[C:21]([NH:22][C:23]3[CH:28]=[CH:27][C:26]([I:29])=[CH:25][C:24]=3[F:30])=[C:20]([CH3:31])[C:19](=[O:32])[N:18]([CH3:33])[CH:17]=2)(=[O:14])=[O:13])[CH2:11][CH2:10]1. The catalyst class is: 1. (3) Reactant: [C:12]([O:11][C:9](O[C:9]([O:11][C:12]([CH3:15])([CH3:14])[CH3:13])=[O:10])=[O:10])([CH3:15])([CH3:14])[CH3:13].Cl.[Cl:17][CH2:18][CH2:19][C:20]([NH2:23])([CH3:22])[CH3:21].C(N(CC)CC)C. Product: [Cl:17][CH2:18][CH2:19][C:20]([NH:23][C:9](=[O:10])[O:11][C:12]([CH3:13])([CH3:14])[CH3:15])([CH3:22])[CH3:21]. The catalyst class is: 4. (4) Reactant: [CH3:1][O:2][C:3]1[CH:40]=[CH:39][C:6]([CH2:7][N:8]([CH2:30][C:31]2[CH:36]=[CH:35][C:34]([O:37][CH3:38])=[CH:33][CH:32]=2)[C:9]2[N:14]=[CH:13][C:12]([C:15]3[C:16]4[CH2:29][CH2:28][NH:27][C:17]=4[N:18]=[C:19]([N:21]4[CH2:26][CH2:25][O:24][CH2:23][CH2:22]4)[N:20]=3)=[CH:11][N:10]=2)=[CH:5][CH:4]=1.[C:41]([O:45][C:46](=[O:58])[N:47]([C:55](=[O:57])[CH3:56])[C:48]1[CH:53]=[CH:52][C:51](Br)=[CH:50][CH:49]=1)([CH3:44])([CH3:43])[CH3:42].BrC1C=CC(NC(=O)C)=CC=1.C(=O)(OC(C)(C)C)OC(C)(C)C.COC(=O)C1C=CC(Br)=CC=1. Product: [C:41]([O:45][C:46](=[O:58])[N:47]([C:55](=[O:57])[CH3:56])[C:48]1[CH:49]=[CH:50][C:51]([N:27]2[C:17]3[N:18]=[C:19]([N:21]4[CH2:26][CH2:25][O:24][CH2:23][CH2:22]4)[N:20]=[C:15]([C:12]4[CH:11]=[N:10][C:9]([N:8]([CH2:7][C:6]5[CH:5]=[CH:4][C:3]([O:2][CH3:1])=[CH:40][CH:39]=5)[CH2:30][C:31]5[CH:32]=[CH:33][C:34]([O:37][CH3:38])=[CH:35][CH:36]=5)=[N:14][CH:13]=4)[C:16]=3[CH2:29][CH2:28]2)=[CH:52][CH:53]=1)([CH3:44])([CH3:42])[CH3:43]. The catalyst class is: 616. (5) Reactant: C([N:9]1[CH2:22][CH2:21][C:20]2[C:19]3[C:18]([C:23]4[CH:28]=[CH:27][CH:26]=[CH:25][C:24]=4[O:29][C:30]([F:33])([F:32])[F:31])=[CH:17][CH:16]=[CH:15][C:14]=3[NH:13][C:12]=2[CH2:11][CH2:10]1)(=O)C1C=CC=CC=1.C(O)CO.[OH-].[K+].CCOC(C)=O. Product: [F:33][C:30]([F:31])([F:32])[O:29][C:24]1[CH:25]=[CH:26][CH:27]=[CH:28][C:23]=1[C:18]1[C:19]2[C:20]3[CH2:21][CH2:22][NH:9][CH2:10][CH2:11][C:12]=3[NH:13][C:14]=2[CH:15]=[CH:16][CH:17]=1. The catalyst class is: 6.